From a dataset of Catalyst prediction with 721,799 reactions and 888 catalyst types from USPTO. Predict which catalyst facilitates the given reaction. (1) Reactant: C([O:3][C:4](=[O:28])[CH:5]([CH2:21][C:22]1[CH:27]=[CH:26][CH:25]=[CH:24][CH:23]=1)[CH2:6][C:7]1[N:8]([CH2:12][C:13]2[CH:18]=[C:17]([Cl:19])[CH:16]=[C:15]([Cl:20])[CH:14]=2)[CH:9]=[CH:10][N:11]=1)C.Cl. Product: [CH2:21]([CH:5]([CH2:6][C:7]1[N:8]([CH2:12][C:13]2[CH:18]=[C:17]([Cl:19])[CH:16]=[C:15]([Cl:20])[CH:14]=2)[CH:9]=[CH:10][N:11]=1)[C:4]([OH:28])=[O:3])[C:22]1[CH:27]=[CH:26][CH:25]=[CH:24][CH:23]=1. The catalyst class is: 1. (2) Reactant: Br[C:2]1[NH:6][CH:5]=[C:4]([CH:7]=[O:8])[CH:3]=1.[CH3:9][C:10]1[CH:15]=[CH:14][CH:13]=[CH:12][C:11]=1B(O)O.C(=O)([O-])[O-].[Na+].[Na+].COCCOC. Product: [CH3:9][C:10]1[CH:15]=[CH:14][CH:13]=[CH:12][C:11]=1[C:2]1[NH:6][CH:5]=[C:4]([CH:7]=[O:8])[CH:3]=1. The catalyst class is: 6. (3) Reactant: C1C(=O)N([Br:8])C(=O)C1.[C:9]([O:13][C:14](=[O:29])[NH:15][C:16]1[C:20]([NH:21][C:22]([O:24][C:25]([CH3:28])([CH3:27])[CH3:26])=[O:23])=[CH:19][S:18][CH:17]=1)([CH3:12])([CH3:11])[CH3:10]. Product: [C:9]([O:13][C:14](=[O:29])[NH:15][C:16]1[C:20]([NH:21][C:22]([O:24][C:25]([CH3:28])([CH3:27])[CH3:26])=[O:23])=[CH:19][S:18][C:17]=1[Br:8])([CH3:12])([CH3:11])[CH3:10]. The catalyst class is: 53.